This data is from Peptide-MHC class I binding affinity with 185,985 pairs from IEDB/IMGT. The task is: Regression. Given a peptide amino acid sequence and an MHC pseudo amino acid sequence, predict their binding affinity value. This is MHC class I binding data. (1) The peptide sequence is KALFMHCKK. The MHC is Mamu-B8301 with pseudo-sequence Mamu-B8301. The binding affinity (normalized) is 0.554. (2) The peptide sequence is FPFKYAAAF. The MHC is HLA-B40:02 with pseudo-sequence HLA-B40:02. The binding affinity (normalized) is 0.107. (3) The peptide sequence is EIPQFMIGL. The MHC is HLA-A31:01 with pseudo-sequence HLA-A31:01. The binding affinity (normalized) is 0.0847. (4) The peptide sequence is GLLLLCVGV. The MHC is HLA-A02:03 with pseudo-sequence HLA-A02:03. The binding affinity (normalized) is 0.478. (5) The peptide sequence is KPKVASEAF. The MHC is HLA-B15:17 with pseudo-sequence HLA-B15:17. The binding affinity (normalized) is 0.0847.